From a dataset of Peptide-MHC class I binding affinity with 185,985 pairs from IEDB/IMGT. Regression. Given a peptide amino acid sequence and an MHC pseudo amino acid sequence, predict their binding affinity value. This is MHC class I binding data. (1) The peptide sequence is VMLLDIDYF. The MHC is HLA-A03:01 with pseudo-sequence HLA-A03:01. The binding affinity (normalized) is 0.0847. (2) The peptide sequence is KTAVVVTRY. The MHC is HLA-A03:01 with pseudo-sequence HLA-A03:01. The binding affinity (normalized) is 0.398. (3) The peptide sequence is QMAGVEVRYI. The MHC is HLA-A02:02 with pseudo-sequence HLA-A02:02. The binding affinity (normalized) is 1.00. (4) The peptide sequence is AYKKQFSQY. The MHC is HLA-A02:12 with pseudo-sequence HLA-A02:12. The binding affinity (normalized) is 0.0847. (5) The peptide sequence is YEQYECLTD. The MHC is HLA-A02:19 with pseudo-sequence HLA-A02:19. The binding affinity (normalized) is 0.0847. (6) The peptide sequence is QPEKEIPEY. The MHC is HLA-B51:01 with pseudo-sequence HLA-B51:01. The binding affinity (normalized) is 0.0260. (7) The peptide sequence is FQVRPQVPL. The MHC is HLA-B53:01 with pseudo-sequence HLA-B53:01. The binding affinity (normalized) is 0.00358. (8) The peptide sequence is KIEELFYSY. The MHC is Patr-B0101 with pseudo-sequence Patr-B0101. The binding affinity (normalized) is 0.00751. (9) The peptide sequence is RMAWGGSYI. The MHC is HLA-A02:06 with pseudo-sequence HLA-A02:06. The binding affinity (normalized) is 0.156.